Dataset: Catalyst prediction with 721,799 reactions and 888 catalyst types from USPTO. Task: Predict which catalyst facilitates the given reaction. (1) Reactant: [CH3:1][O:2][C:3]([C@@H:5]1[CH2:7][C@H:6]1[C:8]([OH:10])=O)=[O:4].[B-](F)(F)(F)F.CCOC(C(C#N)=NOC(N(C)C)=[N+](C)C)=O.CN1CCOCC1.[CH3:40][C@H:41]1[CH2:46][CH2:45][C@H:44]([NH2:47])[CH2:43][CH2:42]1. Product: [CH3:1][O:2][C:3]([C@@H:5]1[CH2:7][C@H:6]1[C:8](=[O:10])[NH:47][CH:44]1[CH2:45][CH2:46][CH:41]([CH3:40])[CH2:42][CH2:43]1)=[O:4]. The catalyst class is: 3. (2) Reactant: [CH2:1]([O:8][N:9]1[C:15](=[O:16])[N:14]2[CH2:17][C@H:10]1[CH2:11][CH2:12][C@H:13]2[C:18]([OH:20])=O)[C:2]1[CH:7]=[CH:6][CH:5]=[CH:4][CH:3]=1.[NH2:21][O:22][C@@H:23]1[CH2:27][CH2:26][N:25]([C:28]([O:30][C:31]([CH3:34])([CH3:33])[CH3:32])=[O:29])[CH2:24]1.ON1C2C=CC=CC=2N=N1.Cl.C(N=C=NCCCN(C)C)C. Product: [CH2:1]([O:8][N:9]1[C:15](=[O:16])[N:14]2[CH2:17][C@H:10]1[CH2:11][CH2:12][C@H:13]2[C:18]([NH:21][O:22][C@@H:23]1[CH2:27][CH2:26][N:25]([C:28]([O:30][C:31]([CH3:34])([CH3:33])[CH3:32])=[O:29])[CH2:24]1)=[O:20])[C:2]1[CH:3]=[CH:4][CH:5]=[CH:6][CH:7]=1. The catalyst class is: 2. (3) Reactant: [Cl:1][C:2]1[CH:3]=[C:4]([CH:19]=[C:20]([Cl:22])[CH:21]=1)[CH2:5][N:6]1[CH2:11][CH2:10][N:9](C(OC(C)(C)C)=O)[CH2:8][CH2:7]1.[ClH:23]. Product: [ClH:1].[ClH:23].[Cl:22][C:20]1[CH:19]=[C:4]([CH:3]=[C:2]([Cl:1])[CH:21]=1)[CH2:5][N:6]1[CH2:11][CH2:10][NH:9][CH2:8][CH2:7]1. The catalyst class is: 12. (4) Reactant: C[O:2][C:3]([C:5]1[CH:6]=[C:7]2[C:11](=[CH:12][CH:13]=1)[N:10]([CH2:14][C:15]1[CH:20]=[C:19]([O:21][CH2:22][CH:23]([F:25])[F:24])[CH:18]=[CH:17][C:16]=1[O:26][CH2:27][CH:28]([CH3:30])[CH3:29])[N:9]=[CH:8]2)=[O:4].CO.[OH-].[Li+]. Product: [F:25][CH:23]([F:24])[CH2:22][O:21][C:19]1[CH:18]=[CH:17][C:16]([O:26][CH2:27][CH:28]([CH3:29])[CH3:30])=[C:15]([CH:20]=1)[CH2:14][N:10]1[C:11]2[C:7](=[CH:6][C:5]([C:3]([OH:4])=[O:2])=[CH:13][CH:12]=2)[CH:8]=[N:9]1. The catalyst class is: 20. (5) Reactant: [NH2:1][C:2]([CH:4]1[N:9]2[N:10]=[C:11]([C:21]([O:23][CH2:24][CH3:25])=[O:22])[C:12]([O:13][CH2:14][C:15]3[CH:20]=[CH:19][CH:18]=[CH:17][CH:16]=3)=[C:8]2[C:7](=[O:26])[N:6]([CH3:27])[CH2:5]1)=O.CC[N+](S(N=C(OC)[O-])(=O)=O)(CC)CC. Product: [CH2:14]([O:13][C:12]1[C:11]([C:21]([O:23][CH2:24][CH3:25])=[O:22])=[N:10][N:9]2[CH:4]([C:2]#[N:1])[CH2:5][N:6]([CH3:27])[C:7](=[O:26])[C:8]=12)[C:15]1[CH:20]=[CH:19][CH:18]=[CH:17][CH:16]=1. The catalyst class is: 1. (6) Reactant: [CH3:1][O:2][C:3]([CH3:8])([CH3:7])[CH2:4][CH2:5][OH:6].[CH:9]([CH:11]=[CH2:12])=[O:10]. Product: [CH3:1][O:2][C:3]([CH3:8])([CH3:7])[CH2:4][CH2:5][O:6][CH2:12][CH2:11][CH:9]=[O:10]. The catalyst class is: 601. (7) Reactant: [F:1][C:2]([F:18])([S:13][CH2:14][CH2:15][CH2:16][OH:17])[C:3]([F:12])([F:11])[C:4]([F:10])([F:9])[C:5]([F:8])([F:7])[F:6].ClC1C=CC=C(C(OO)=O)C=1.[OH2:30].[OH2:31].O.O.O.S([O-])([O-])(=O)=S.[Na+].[Na+].O. Product: [F:18][C:2]([F:1])([S:13]([CH2:14][CH2:15][CH2:16][OH:17])(=[O:31])=[O:30])[C:3]([F:12])([F:11])[C:4]([F:10])([F:9])[C:5]([F:8])([F:7])[F:6]. The catalyst class is: 2.